This data is from Catalyst prediction with 721,799 reactions and 888 catalyst types from USPTO. The task is: Predict which catalyst facilitates the given reaction. (1) Reactant: [CH2:1]1[CH2:11][C:9](=O)[C:4]2[CH:5]=[CH:6][CH:7]=[N:8][C:3]=2[CH2:2]1.Cl.[NH2:13][OH:14].C([O-])(=O)C.[Na+]. Product: [N:8]1[C:3]2[CH2:2][CH2:1][CH2:11][C:9](=[N:13][OH:14])[C:4]=2[CH:5]=[CH:6][CH:7]=1. The catalyst class is: 24. (2) Reactant: [Li]CCCC.C(NC(C)C)(C)C.[CH2:13]([O:15][C:16](=[O:42])[C:17]([C:20]1[N:21]=[C:22]([N:25]([C:35]([O:37][C:38]([CH3:41])([CH3:40])[CH3:39])=[O:36])[CH2:26][C:27]2[CH:32]=[CH:31][C:30]([O:33][CH3:34])=[CH:29][CH:28]=2)[S:23][CH:24]=1)([CH3:19])[CH3:18])[CH3:14].C1C=CC(S(N(S(C2C=CC=CC=2)(=O)=O)[F:53])(=O)=O)=CC=1.[NH4+].[Cl-]. Product: [CH2:13]([O:15][C:16](=[O:42])[C:17]([C:20]1[N:21]=[C:22]([N:25]([C:35]([O:37][C:38]([CH3:41])([CH3:40])[CH3:39])=[O:36])[CH2:26][C:27]2[CH:28]=[CH:29][C:30]([O:33][CH3:34])=[CH:31][CH:32]=2)[S:23][C:24]=1[F:53])([CH3:19])[CH3:18])[CH3:14]. The catalyst class is: 1. (3) Reactant: [OH:1][C:2]1[C:7]2[CH:8]=[C:9]([CH3:11])[O:10][C:6]=2[CH:5]=[C:4]([C:12]([O:14][CH2:15][CH3:16])=[O:13])[CH:3]=1.[F:17][C:18]1[CH:23]=[C:22](F)[CH:21]=[CH:20][C:19]=1[S:25]([N:28]([CH3:30])[CH3:29])(=[O:27])=[O:26].C([O-])([O-])=O.[Cs+].[Cs+]. Product: [CH3:29][N:28]([CH3:30])[S:25]([C:19]1[CH:20]=[CH:21][C:22]([O:1][C:2]2[C:7]3[CH:8]=[C:9]([CH3:11])[O:10][C:6]=3[CH:5]=[C:4]([C:12]([O:14][CH2:15][CH3:16])=[O:13])[CH:3]=2)=[CH:23][C:18]=1[F:17])(=[O:27])=[O:26]. The catalyst class is: 122. (4) Reactant: [NH2:1][C:2]1[CH:22]=[CH:21][C:5]([O:6][C:7]2[C:12]([C:13]3[CH:18]=[CH:17][N:16]=[C:15]([NH:19][CH3:20])[N:14]=3)=[CH:11][CH:10]=[CH:9][N:8]=2)=[CH:4][CH:3]=1.Cl[C:24](OC1C=CC([N+]([O-])=O)=CC=1)=[O:25].C(O[CH:39](OCC)[CH2:40][NH:41][C:42]1[CH:47]=[CH:46][CH:45]=[CH:44][CH:43]=1)C. Product: [CH3:20][NH:19][C:15]1[N:14]=[C:13]([C:12]2[C:7]([O:6][C:5]3[CH:21]=[CH:22][C:2]([N:1]4[CH:39]=[CH:40][N:41]([C:42]5[CH:43]=[CH:44][CH:45]=[CH:46][CH:47]=5)[C:24]4=[O:25])=[CH:3][CH:4]=3)=[N:8][CH:9]=[CH:10][CH:11]=2)[CH:18]=[CH:17][N:16]=1. The catalyst class is: 56. (5) Reactant: F[C:2]1[CH:7]=[C:6]([F:8])[CH:5]=[CH:4][C:3]=1[N+:9]([O-:11])=[O:10].C([O-])([O-])=O.[K+].[K+].[CH:18]([NH2:21])([CH3:20])[CH3:19]. Product: [F:8][C:6]1[CH:5]=[CH:4][C:3]([N+:9]([O-:11])=[O:10])=[C:2]([NH:21][CH:18]([CH3:20])[CH3:19])[CH:7]=1. The catalyst class is: 1. (6) Reactant: [Br:1][C:2]1[CH:3]=[C:4]2[C:10]([OH:11])=[N:9][NH:8][C:5]2=[N:6][CH:7]=1.[CH3:12][O:13][C:14]1[CH:21]=[CH:20][C:17]([CH2:18]Cl)=[CH:16][CH:15]=1.[OH-].[Na+]. The catalyst class is: 16. Product: [Br:1][C:2]1[CH:3]=[C:4]2[C:10]([OH:11])=[N:9][N:8]([CH2:18][C:17]3[CH:20]=[CH:21][C:14]([O:13][CH3:12])=[CH:15][CH:16]=3)[C:5]2=[N:6][CH:7]=1. (7) Reactant: Cl[C:2]1[C:3]2[C:4](=[CH:13][N:14](CC3C=CC(OC)=CC=3)[N:15]=2)[N:5]=[C:6]([C:8]2[N:9]=[CH:10][S:11][CH:12]=2)[N:7]=1.[NH2:25][C:26]1[CH:35]=[C:34]2[C:29]([CH2:30][CH2:31][C:32](=[O:36])[NH:33]2)=[CH:28][CH:27]=1.Cl. Product: [S:11]1[CH:12]=[C:8]([C:6]2[N:7]=[C:2]([NH:25][C:26]3[CH:35]=[C:34]4[C:29]([CH2:30][CH2:31][C:32](=[O:36])[NH:33]4)=[CH:28][CH:27]=3)[C:3]3[NH:15][N:14]=[CH:13][C:4]=3[N:5]=2)[N:9]=[CH:10]1. The catalyst class is: 71. (8) Reactant: [Cl:1][C:2]1[CH:7]=[CH:6][C:5]([CH:8]2[C:12]3[N:13]([CH:22]([CH3:24])[CH3:23])[C:14]([C:16]4[CH2:17][CH2:18][O:19][CH2:20][CH:21]=4)=[N:15][C:11]=3[C:10](=[O:25])[N:9]2[C:26]2[CH:27]=[C:28]([CH3:36])[C:29]3[N:30]([C:32]([CH3:35])=[N:33][N:34]=3)[CH:31]=2)=[CH:4][CH:3]=1. Product: [Cl:1][C:2]1[CH:7]=[CH:6][C:5]([CH:8]2[C:12]3[N:13]([CH:22]([CH3:24])[CH3:23])[C:14]([CH:16]4[CH2:17][CH2:18][O:19][CH2:20][CH2:21]4)=[N:15][C:11]=3[C:10](=[O:25])[N:9]2[C:26]2[CH:27]=[C:28]([CH3:36])[C:29]3[N:30]([C:32]([CH3:35])=[N:33][N:34]=3)[CH:31]=2)=[CH:4][CH:3]=1. The catalyst class is: 320. (9) Reactant: [NH2:1][CH:2]([C:21]1[N:25]([CH3:26])[CH:24]=[N:23][CH:22]=1)[C:3]1[CH:10]=[CH:9][C:6]([C:7]#[N:8])=[C:5]([C:11]2[C:20]3[C:15](=[CH:16][CH:17]=[CH:18][CH:19]=3)[CH:14]=[CH:13][CH:12]=2)[CH:4]=1.[C:27]([C:29]1[CH:34]=[CH:33][C:32]([S:35](Cl)(=[O:37])=[O:36])=[CH:31][CH:30]=1)#[N:28].C(N(CC)CC)C. Product: [OH-:36].[NH4+:1].[C:27]([C:29]1[CH:30]=[CH:31][C:32]([S:35]([NH:1][CH:2]([C:3]2[CH:10]=[CH:9][C:6]([C:7]#[N:8])=[C:5]([C:11]3[C:20]4[C:15](=[CH:16][CH:17]=[CH:18][CH:19]=4)[CH:14]=[CH:13][CH:12]=3)[CH:4]=2)[C:21]2[N:25]([CH3:26])[CH:24]=[N:23][CH:22]=2)(=[O:37])=[O:36])=[CH:33][CH:34]=1)#[N:28]. The catalyst class is: 154.